From a dataset of Catalyst prediction with 721,799 reactions and 888 catalyst types from USPTO. Predict which catalyst facilitates the given reaction. Reactant: Cl[C:2]1[N:7]=[C:6]2[CH2:8][CH2:9][CH2:10][C:5]2=[C:4]([C:11]2[CH:12]=[N:13][C:14]([CH3:17])=[N:15][CH:16]=2)[CH:3]=1.[F:18][C:19]1[N:24]=[C:23]([CH2:25][OH:26])[CH:22]=[CH:21][CH:20]=1.O(C(C)(C)C)[Na].C(Cl)(Cl)Cl. Product: [F:18][C:19]1[N:24]=[C:23]([CH2:25][O:26][C:2]2[N:7]=[C:6]3[CH2:8][CH2:9][CH2:10][C:5]3=[C:4]([C:11]3[CH:12]=[N:13][C:14]([CH3:17])=[N:15][CH:16]=3)[CH:3]=2)[CH:22]=[CH:21][CH:20]=1. The catalyst class is: 187.